Dataset: Reaction yield outcomes from USPTO patents with 853,638 reactions. Task: Predict the reaction yield, written as a fraction of the theoretical maximum amount of product (1.0 means a 100% yield; for example, 0.34 means a 34% yield). (1) The reactants are C[O:2][C:3]1[CH:8]=[CH:7][N:6]=[C:5]([NH:9][C:10]2[CH:15]=[CH:14][CH:13]=[CH:12][CH:11]=2)[N:4]=1.Br.[OH-].[Na+]. The catalyst is C(O)(=O)C.O. The product is [C:10]1([NH:9][C:5]2[NH:4][C:3](=[O:2])[CH:8]=[CH:7][N:6]=2)[CH:11]=[CH:12][CH:13]=[CH:14][CH:15]=1. The yield is 0.940. (2) The catalyst is ClCCl. The yield is 0.870. The product is [CH2:1]([O:8][C:9]1[CH:10]=[CH:11][C:12]([CH2:15][Cl:19])=[CH:13][N:14]=1)[C:2]1[CH:7]=[CH:6][CH:5]=[CH:4][CH:3]=1. The reactants are [CH2:1]([O:8][C:9]1[N:14]=[CH:13][C:12]([CH2:15]O)=[CH:11][CH:10]=1)[C:2]1[CH:7]=[CH:6][CH:5]=[CH:4][CH:3]=1.S(Cl)([Cl:19])=O.C(=O)(O)[O-].[Na+]. (3) The reactants are [Cl:1][C:2]1[CH:10]=[CH:9][C:5]([C:6](Cl)=[O:7])=[CH:4][N:3]=1.C1CCN2C(=[N:15]CCC2)CC1. The catalyst is CN(C=O)C.CCOC(C)=O. The product is [Cl:1][C:2]1[CH:10]=[CH:9][C:5]([C:6]([NH2:15])=[O:7])=[CH:4][N:3]=1. The yield is 0.460. (4) The reactants are C1(C(C2C=CC=CC=2)([C@@H]2CCCN2)O)C=CC=CC=1.B(OC)(OC)OC.B.C(N(CC)C1C=CC=CC=1)C.[N+:39]([C:42]1[CH:47]=[CH:46][C:45]([C:48](=[O:62])[CH2:49][CH2:50][C:51]([C:53]2[CH:58]=[CH:57][C:56]([N+:59]([O-:61])=[O:60])=[CH:55][CH:54]=2)=[O:52])=[CH:44][CH:43]=1)([O-:41])=[O:40].B.CO.Cl. The catalyst is C(OCC)(=O)C.C1COCC1. The product is [N+:39]([C:42]1[CH:47]=[CH:46][C:45]([C@H:48]([OH:62])[CH2:49][CH2:50][C@H:51]([C:53]2[CH:58]=[CH:57][C:56]([N+:59]([O-:61])=[O:60])=[CH:55][CH:54]=2)[OH:52])=[CH:44][CH:43]=1)([O-:41])=[O:40]. The yield is 0.610. (5) The reactants are [C:1]1([CH3:14])[CH:6]=[CH:5][C:4]([C:7]2([C:10]([O:12][CH3:13])=[O:11])[CH2:9][CH2:8]2)=[CH:3][CH:2]=1.[Br:15]N1C(=O)CCC1=O. The catalyst is C(Cl)(Cl)(Cl)Cl.C(Cl)Cl.C(OOC(=O)C1C=CC=CC=1)(=O)C1C=CC=CC=1. The product is [Br:15][CH2:14][C:1]1[CH:2]=[CH:3][C:4]([C:7]2([C:10]([O:12][CH3:13])=[O:11])[CH2:9][CH2:8]2)=[CH:5][CH:6]=1. The yield is 0.970. (6) The product is [C:15]1([N:1]2[CH2:5][CH2:4][CH2:3][CH2:2]2)[CH:20]=[CH:19][CH:18]=[CH:17][CH:16]=1. The catalyst is CS(C)=O.O.[Cu]I. The yield is 0.570. The reactants are [NH:1]1[CH2:5][CH2:4][CH2:3][CH2:2]1.N1CCC[C@H]1C(O)=O.I[C:15]1[CH:20]=[CH:19][CH:18]=[CH:17][CH:16]=1. (7) The reactants are [CH3:1][C@H:2]1[CH2:7][NH:6][C@H:5]([CH3:8])[CH2:4][N:3]1[C:9]([O:11][CH2:12][CH3:13])=[O:10].[CH2:14](Br)[CH:15]=[CH2:16].C(=O)([O-])[O-].[Na+].[Na+]. The catalyst is C(#N)C. The product is [CH2:16]([N:6]1[C@H:5]([CH3:8])[CH2:4][N:3]([C:9]([O:11][CH2:12][CH3:13])=[O:10])[C@@H:2]([CH3:1])[CH2:7]1)[CH:15]=[CH2:14]. The yield is 0.810. (8) The reactants are [Cl:1][C:2]1[CH:11]=[C:10](Cl)[C:9]2[C:4](=[CH:5][CH:6]=[C:7]([O:13][CH3:14])[CH:8]=2)[N:3]=1.CO.[NH3:17]. No catalyst specified. The product is [Cl:1][C:2]1[CH:11]=[C:10]([NH2:17])[C:9]2[C:4](=[CH:5][CH:6]=[C:7]([O:13][CH3:14])[CH:8]=2)[N:3]=1. The yield is 0.550.